Task: Predict the product of the given reaction.. Dataset: Forward reaction prediction with 1.9M reactions from USPTO patents (1976-2016) (1) Given the reactants CC(C)([O-])C.[K+].[CH2:7]([O:9][C:10](=[O:38])[CH2:11][CH2:12][N:13]([C:20](=[O:37])[CH2:21][CH2:22][CH2:23][CH2:24][CH2:25][NH:26][C:27]([O:29][CH2:30][C:31]1[CH:36]=[CH:35][CH:34]=[CH:33][CH:32]=1)=[O:28])[CH2:14][C:15](OCC)=[O:16])[CH3:8].C(O)(=O)C, predict the reaction product. The product is: [CH2:7]([O:9][C:10]([CH:11]1[C:15](=[O:16])[CH2:14][N:13]([C:20](=[O:37])[CH2:21][CH2:22][CH2:23][CH2:24][CH2:25][NH:26][C:27]([O:29][CH2:30][C:31]2[CH:36]=[CH:35][CH:34]=[CH:33][CH:32]=2)=[O:28])[CH2:12]1)=[O:38])[CH3:8]. (2) Given the reactants [S:1]1[C:5]2[CH:6]=[CH:7][C:8]([CH2:10][CH2:11][OH:12])=[CH:9][C:4]=2[CH:3]=[CH:2]1.[OH-:13].[CH2:14]([N+](C)(C)C)[C:15]1[CH:20]=CC=CC=1.C(#N)C=C.Cl.[OH2:30], predict the reaction product. The product is: [S:1]1[C:5]2[CH:6]=[CH:7][C:8]([CH2:10][CH2:11][O:12][CH2:14][CH2:15][C:20]([OH:30])=[O:13])=[CH:9][C:4]=2[CH:3]=[CH:2]1. (3) Given the reactants [NH2:1][C:2]1[CH:3]=[C:4]([CH2:8][C:9]([O:11][CH3:12])=[O:10])[CH:5]=[CH:6][CH:7]=1.[C:13](OC(=O)C)(=[O:15])[CH3:14], predict the reaction product. The product is: [C:13]([NH:1][C:2]1[CH:3]=[C:4]([CH2:8][C:9]([O:11][CH3:12])=[O:10])[CH:5]=[CH:6][CH:7]=1)(=[O:15])[CH3:14]. (4) Given the reactants [OH:1][C:2]1[CH:11]=[CH:10][C:5]2[C:6](=[O:9])[CH2:7][O:8][C:4]=2[C:3]=1[CH2:12][N:13]1[CH2:18][CH2:17][N:16]([C:19]([O:21][C:22]([CH3:25])([CH3:24])[CH3:23])=[O:20])[CH2:15][CH2:14]1.[CH3:26][C:27]1[N:32]=[C:31]2[NH:33][CH:34]=[C:35]([CH:36]=O)[C:30]2=[CH:29][CH:28]=1, predict the reaction product. The product is: [OH:1][C:2]1[CH:11]=[CH:10][C:5]2[C:6](=[O:9])/[C:7](=[CH:36]/[C:35]3[C:30]4[C:31](=[N:32][C:27]([CH3:26])=[CH:28][CH:29]=4)[NH:33][CH:34]=3)/[O:8][C:4]=2[C:3]=1[CH2:12][N:13]1[CH2:14][CH2:15][N:16]([C:19]([O:21][C:22]([CH3:25])([CH3:24])[CH3:23])=[O:20])[CH2:17][CH2:18]1. (5) Given the reactants [Br:1][C:2]1[C:3]([O:14][CH3:15])=[C:4]([NH:8][C:9](=[O:13])[CH:10]=NO)[CH:5]=[CH:6][CH:7]=1.[OH:16]S(O)(=O)=O, predict the reaction product. The product is: [Br:1][C:2]1[C:3]([O:14][CH3:15])=[C:4]2[C:5]([C:10](=[O:16])[C:9](=[O:13])[NH:8]2)=[CH:6][CH:7]=1. (6) Given the reactants Cl[C:2]1[N:7]=[CH:6][C:5]([C:8]2[N:9]=[N:10][N:11]([CH2:13][C:14]([O:16]CC)=[O:15])[N:12]=2)=[CH:4][N:3]=1.[NH:19]1[CH2:24][CH2:23][CH:22]([C:25]([C:27]2[CH:32]=[CH:31][CH:30]=[CH:29][C:28]=2[C:33]([F:36])([F:35])[F:34])=[O:26])[CH2:21][CH2:20]1.C(=O)([O-])[O-].[K+].[K+].[Li+].[OH-], predict the reaction product. The product is: [F:36][C:33]([F:34])([F:35])[C:28]1[CH:29]=[CH:30][CH:31]=[CH:32][C:27]=1[C:25]([CH:22]1[CH2:21][CH2:20][N:19]([C:2]2[N:3]=[CH:4][C:5]([C:8]3[N:9]=[N:10][N:11]([CH2:13][C:14]([OH:16])=[O:15])[N:12]=3)=[CH:6][N:7]=2)[CH2:24][CH2:23]1)=[O:26]. (7) Given the reactants [F:1][C:2]1[CH:7]=[CH:6][CH:5]=[C:4]([F:8])[C:3]=1[CH2:9][CH2:10][CH2:11][NH:12][CH:13]([C:21]1[C:26]([CH3:27])=[CH:25][CH:24]=[CH:23][C:22]=1[CH3:28])[CH2:14][N:15]1[CH2:20][CH2:19][CH2:18][CH2:17][CH2:16]1.CCN(C(C)C)C(C)C.[C:38](O)(=[O:40])[CH3:39].CN(C(ON1N=NC2C=CC=CC1=2)=[N+](C)C)C.[B-](F)(F)(F)F.C([O-])(O)=O.[Na+], predict the reaction product. The product is: [F:8][C:4]1[CH:5]=[CH:6][CH:7]=[C:2]([F:1])[C:3]=1[CH2:9][CH2:10][CH2:11][N:12]([CH:13]([C:21]1[C:26]([CH3:27])=[CH:25][CH:24]=[CH:23][C:22]=1[CH3:28])[CH2:14][N:15]1[CH2:16][CH2:17][CH2:18][CH2:19][CH2:20]1)[C:38](=[O:40])[CH3:39].